This data is from HIV replication inhibition screening data with 41,000+ compounds from the AIDS Antiviral Screen. The task is: Binary Classification. Given a drug SMILES string, predict its activity (active/inactive) in a high-throughput screening assay against a specified biological target. The result is 0 (inactive). The molecule is [O-][N+](=Nc1ccccc1CO)c1ccccc1CO.